Dataset: Full USPTO retrosynthesis dataset with 1.9M reactions from patents (1976-2016). Task: Predict the reactants needed to synthesize the given product. (1) Given the product [CH2:2]([O:4][C:5]([C:7]1[N:8]([S:22]([C:25]2[CH:26]=[CH:27][C:28]([CH3:31])=[CH:29][CH:30]=2)(=[O:23])=[O:24])[C:9]2[C:14]([CH:15]=1)=[CH:13][C:12]([CH:16]1[CH2:21][CH2:20][N:19]([CH:40]([CH3:42])[CH3:39])[CH2:18][CH2:17]1)=[CH:11][CH:10]=2)=[O:6])[CH3:3], predict the reactants needed to synthesize it. The reactants are: Cl.[CH2:2]([O:4][C:5]([C:7]1[N:8]([S:22]([C:25]2[CH:30]=[CH:29][C:28]([CH3:31])=[CH:27][CH:26]=2)(=[O:24])=[O:23])[C:9]2[C:14]([CH:15]=1)=[CH:13][C:12]([CH:16]1[CH2:21][CH2:20][NH:19][CH2:18][CH2:17]1)=[CH:11][CH:10]=2)=[O:6])[CH3:3].C(N(CC)CC)C.[CH3:39][C:40]([CH3:42])=O.C(O)(=O)C.C(O[BH-](OC(=O)C)OC(=O)C)(=O)C.[Na+].C(=O)(O)[O-].[Na+]. (2) Given the product [CH3:11][O:10][C:5]1[C:6]([O:8][CH3:9])=[CH:7][C:2]2[NH:1][C:13]([C:15]3[C:19]([N+:20]([O-:22])=[O:21])=[CH:18][NH:17][N:16]=3)=[N:12][C:3]=2[CH:4]=1, predict the reactants needed to synthesize it. The reactants are: [NH2:1][C:2]1[CH:7]=[C:6]([O:8][CH3:9])[C:5]([O:10][CH3:11])=[CH:4][C:3]=1[NH:12][C:13]([C:15]1[C:19]([N+:20]([O-:22])=[O:21])=[CH:18][NH:17][N:16]=1)=O. (3) Given the product [N:2]1([CH2:6][CH2:7][N:8]2[CH:12]=[C:11]([C:13]3[CH:18]=[CH:17][C:16]([F:19])=[C:15]([CH3:20])[CH:14]=3)[N:10]=[C:9]2[CH:21]2[CH2:22][CH2:23][N:24]([C:33]3[N:32]=[CH:31][N:30]=[C:29]([NH2:35])[C:28]=3[Cl:27])[CH2:25][CH2:26]2)[CH2:3][CH2:4][CH2:5]1, predict the reactants needed to synthesize it. The reactants are: Cl.[N:2]1([CH2:6][CH2:7][N:8]2[CH:12]=[C:11]([C:13]3[CH:18]=[CH:17][C:16]([F:19])=[C:15]([CH3:20])[CH:14]=3)[N:10]=[C:9]2[CH:21]2[CH2:26][CH2:25][NH:24][CH2:23][CH2:22]2)[CH2:5][CH2:4][CH2:3]1.[Cl:27][C:28]1[C:29]([NH2:35])=[N:30][CH:31]=[N:32][C:33]=1Cl. (4) Given the product [F:39][C:2]([F:1])([F:38])[C@@H:3]([NH:20][C@H:21]([C:26]([NH:28][C@H:29]([C:34]([OH:36])=[O:35])[CH2:30][CH2:31][S:32][CH3:33])=[O:27])[CH2:22][CH:23]([CH3:25])[CH3:24])[C:4]1[CH:5]=[CH:6][C:7]([C:10]2[CH:11]=[CH:12][C:13]([S:16]([CH3:19])(=[O:17])=[O:18])=[CH:14][CH:15]=2)=[CH:8][CH:9]=1, predict the reactants needed to synthesize it. The reactants are: [F:1][C:2]([F:39])([F:38])[C@@H:3]([NH:20][C@H:21]([C:26]([NH:28][C@H:29]([C:34]([O:36]C)=[O:35])[CH2:30][CH2:31][S:32][CH3:33])=[O:27])[CH2:22][CH:23]([CH3:25])[CH3:24])[C:4]1[CH:9]=[CH:8][C:7]([C:10]2[CH:15]=[CH:14][C:13]([S:16]([CH3:19])(=[O:18])=[O:17])=[CH:12][CH:11]=2)=[CH:6][CH:5]=1.[Li+].[OH-]. (5) Given the product [CH3:26][N:25]([C:22]1[CH:23]=[CH:24][C:19]([C:17]([C:16]2[N:12]([CH3:11])[CH:13]=[N:14][CH:15]=2)=[O:18])=[CH:20][CH:21]=1)[CH:1]=[O:2], predict the reactants needed to synthesize it. The reactants are: [CH:1](O)=[O:2].C(OC(=O)C)(=O)C.[CH3:11][N:12]1[C:16]([C:17]([C:19]2[CH:24]=[CH:23][C:22]([NH:25][CH3:26])=[CH:21][CH:20]=2)=[O:18])=[CH:15][N:14]=[CH:13]1. (6) Given the product [C:16]([O:20][C:21]([N:23]1[CH2:28][CH2:27][CH:26]([N:29]([CH:30]2[CH2:31][CH2:32]2)[C:11](=[O:13])[C:10]2[CH:9]=[CH:8][C:7]([C:4]3[N:5]=[CH:6][N:2]([CH3:1])[N:3]=3)=[CH:15][CH:14]=2)[CH2:25][CH2:24]1)=[O:22])([CH3:19])([CH3:17])[CH3:18], predict the reactants needed to synthesize it. The reactants are: [CH3:1][N:2]1[CH:6]=[N:5][C:4]([C:7]2[CH:15]=[CH:14][C:10]([C:11]([OH:13])=O)=[CH:9][CH:8]=2)=[N:3]1.[C:16]([O:20][C:21]([N:23]1[CH2:28][CH2:27][CH:26]([NH:29][CH:30]2[CH2:32][CH2:31]2)[CH2:25][CH2:24]1)=[O:22])([CH3:19])([CH3:18])[CH3:17]. (7) Given the product [N:23]1([C:16]2[N:15]=[CH:14][C:13]([S:18]([NH:1][C:2]3[CH:3]=[N:4][CH:5]=[C:6]([Cl:9])[C:7]=3[OH:8])(=[O:20])=[O:19])=[CH:12][C:11]=2[Br:10])[CH2:26][CH2:25][CH2:24]1, predict the reactants needed to synthesize it. The reactants are: [NH2:1][C:2]1[CH:3]=[N:4][CH:5]=[C:6]([Cl:9])[C:7]=1[OH:8].[Br:10][C:11]1[CH:12]=[C:13]([S:18](Cl)(=[O:20])=[O:19])[CH:14]=[N:15][C:16]=1Cl.Cl.[NH:23]1[CH2:26][CH2:25][CH2:24]1.C(=O)([O-])[O-].[Na+].[Na+].